Dataset: Forward reaction prediction with 1.9M reactions from USPTO patents (1976-2016). Task: Predict the product of the given reaction. (1) Given the reactants Br.[CH:2]([NH:5][C:6]1[S:7][CH:8]=[C:9]([C:11]([OH:13])=O)[N:10]=1)([CH3:4])[CH3:3].[NH2:14][C:15]1[CH:20]=[CH:19][CH:18]=[CH:17][CH:16]=1.[O:21]=P(Cl)(Cl)Cl.[C:26]([O-:29])(O)=O.[Na+].N1[CH:36]=[CH:35]C=CC=1, predict the reaction product. The product is: [C:35]([C:16]1[CH:17]=[CH:18][C:19]([O:29][CH3:26])=[CH:20][C:15]=1[NH:14][C:11]([C:9]1[N:10]=[C:6]([NH:5][CH:2]([CH3:3])[CH3:4])[S:7][CH:8]=1)=[O:13])(=[O:21])[CH3:36]. (2) Given the reactants [C:1]([CH2:3][CH2:4][PH:5]([O:14][C@@H:15]1[C@@H:19]([CH2:20][O:21][C:22]([C:37]2[CH:42]=[CH:41][C:40]([O:43][CH3:44])=[CH:39][CH:38]=2)([C:29]2[CH:34]=[CH:33][C:32]([O:35][CH3:36])=[CH:31][CH:30]=2)[C:23]2[CH:28]=[CH:27][CH:26]=[CH:25][CH:24]=2)[O:18][C@@H:17](N2C=CC(=O)NC2=O)[C@@H:16]1[O:53][C:54](=[O:62])[NH:55][C:56]1[CH:61]=[CH:60][CH:59]=[CH:58][CH:57]=1)([N:7]([CH:11]([CH3:13])[CH3:12])[CH:8]([CH3:10])[CH3:9])[OH:6])#[N:2].[O:63]=P(Cl)(Cl)Cl.C(N([CH2:73][CH3:74])CC)C.[NH:75]1[CH:79]=[N:78][CH:77]=[N:76]1, predict the reaction product. The product is: [C:1]([CH2:3][CH2:4][PH:5]([O:14][C@@H:15]1[C@@H:19]([CH2:20][O:21][C:22]([C:29]2[CH:30]=[CH:31][C:32]([O:35][CH3:36])=[CH:33][CH:34]=2)([C:37]2[CH:42]=[CH:41][C:40]([O:43][CH3:44])=[CH:39][CH:38]=2)[C:23]2[CH:28]=[CH:27][CH:26]=[CH:25][CH:24]=2)[O:18][C@@H:17]([N:76]2[CH:74]=[CH:73][C:79]([NH2:75])=[N:78][C:77]2=[O:63])[C@@H:16]1[O:53][C:54](=[O:62])[NH:55][C:56]1[CH:61]=[CH:60][CH:59]=[CH:58][CH:57]=1)([N:7]([CH:11]([CH3:13])[CH3:12])[CH:8]([CH3:9])[CH3:10])[OH:6])#[N:2]. (3) Given the reactants [Cl:1][C:2]1[CH:7]=[CH:6][CH:5]=[C:4]([CH3:8])[C:3]=1[NH:9][C:10](=[O:16])/[CH:11]=[CH:12]/OCC.C1C(=O)N(Br)C(=O)C1.[NH2:25][C:26]([NH2:28])=[S:27].[OH-].[NH4+], predict the reaction product. The product is: [NH2:28][C:26]1[S:27][C:11]([C:10]([NH:9][C:3]2[C:4]([CH3:8])=[CH:5][CH:6]=[CH:7][C:2]=2[Cl:1])=[O:16])=[CH:12][N:25]=1. (4) Given the reactants Cl[S:2]([N:5]=C=O)(=[O:4])=[O:3].O.[F:9][C:10]([F:26])([F:25])[C:11]1[CH:23]=[C:22]2[C:14]([C:15]3[CH:16]=[C:17]([NH2:24])[CH:18]=[CH:19][C:20]=3[NH:21]2)=[CH:13][CH:12]=1.N1C=CC=CC=1, predict the reaction product. The product is: [F:26][C:10]([F:9])([F:25])[C:11]1[CH:23]=[C:22]2[C:14]([C:15]3[CH:16]=[C:17]([NH:24][S:2]([NH2:5])(=[O:4])=[O:3])[CH:18]=[CH:19][C:20]=3[NH:21]2)=[CH:13][CH:12]=1. (5) Given the reactants [F:1][C:2]1[CH:7]=[CH:6][C:5]([C:8]2[C:13](/[CH:14]=[CH:15]/[C:16]([O:18]C)=[O:17])=[C:12]([CH:20]([CH3:22])[CH3:21])[N:11]=[C:10]([N:23]([CH3:28])[S:24]([CH3:27])(=[O:26])=[O:25])[N:9]=2)=[CH:4][CH:3]=1.[OH-].[Na+], predict the reaction product. The product is: [F:1][C:2]1[CH:7]=[CH:6][C:5]([C:8]2[C:13](/[CH:14]=[CH:15]/[C:16]([OH:18])=[O:17])=[C:12]([CH:20]([CH3:21])[CH3:22])[N:11]=[C:10]([N:23]([CH3:28])[S:24]([CH3:27])(=[O:26])=[O:25])[N:9]=2)=[CH:4][CH:3]=1. (6) Given the reactants [CH:1]1([Mg]Cl)[CH2:6][CH2:5][CH2:4][CH2:3][CH2:2]1.[CH3:9][Si:10]([O:13][CH3:14])(Cl)Cl.[Cl-].[NH4+], predict the reaction product. The product is: [CH:1]1([CH:9]([SiH2:10][O:13][CH3:14])[CH:1]2[CH2:6][CH2:5][CH2:4][CH2:3][CH2:2]2)[CH2:6][CH2:5][CH2:4][CH2:3][CH2:2]1. (7) Given the reactants C(OC([N:8]1[CH2:13][CH2:12][CH:11]([N:14]([CH2:16][C:17]2[CH:22]=[CH:21][CH:20]=[CH:19][CH:18]=2)[CH3:15])[CH2:10][CH2:9]1)=O)(C)(C)C.CO.Cl, predict the reaction product. The product is: [CH2:16]([N:14]([CH3:15])[CH:11]1[CH2:12][CH2:13][NH:8][CH2:9][CH2:10]1)[C:17]1[CH:18]=[CH:19][CH:20]=[CH:21][CH:22]=1. (8) Given the reactants CCCC[N+](CCCC)(CCCC)CCCC.[F-].[N:19]1[CH:24]=[CH:23][C:22]([CH:25]([OH:32])[C:26]#[C:27][Si](C)(C)C)=[CH:21][CH:20]=1, predict the reaction product. The product is: [N:19]1[CH:24]=[CH:23][C:22]([CH:25]([OH:32])[C:26]#[CH:27])=[CH:21][CH:20]=1. (9) Given the reactants C[O:2][C:3](=O)[C:4]1[CH:9]=[CH:8][CH:7]=[C:6]([NH:10][S:11]([C:14]2[CH:19]=[CH:18][C:17]([C:20]([F:23])([F:22])[F:21])=[CH:16][CH:15]=2)(=[O:13])=[O:12])[C:5]=1[F:24].[AlH4-].[Li+], predict the reaction product. The product is: [F:24][C:5]1[C:4]([CH2:3][OH:2])=[CH:9][CH:8]=[CH:7][C:6]=1[NH:10][S:11]([C:14]1[CH:19]=[CH:18][C:17]([C:20]([F:23])([F:21])[F:22])=[CH:16][CH:15]=1)(=[O:13])=[O:12].